The task is: Binary Classification. Given a drug SMILES string, predict its activity (active/inactive) in a high-throughput screening assay against a specified biological target.. This data is from M1 muscarinic receptor antagonist screen with 61,756 compounds. The compound is S(=O)(=O)(N1CCC(CC1)C(=O)NCc1cccnc1)CC. The result is 0 (inactive).